Dataset: Reaction yield outcomes from USPTO patents with 853,638 reactions. Task: Predict the reaction yield, written as a fraction of the theoretical maximum amount of product (1.0 means a 100% yield; for example, 0.34 means a 34% yield). (1) The product is [O:1]=[S:2]1(=[O:49])[CH2:7][CH2:6][N:5]([CH2:8][CH2:9][NH:10][C@:11]23[CH2:45][CH2:44][C@@H:43]([C:46]([CH3:48])=[CH2:47])[C@@H:12]2[C@@H:13]2[C@@:26]([CH3:29])([CH2:27][CH2:28]3)[C@@:25]3([CH3:30])[C@@H:16]([C@:17]4([CH3:42])[C@@H:22]([CH2:23][CH2:24]3)[C:21]([CH3:32])([CH3:31])[C:20]([C:33]3[CH:41]=[CH:40][C:36]([C:37]([Cl:52])=[O:38])=[CH:35][CH:34]=3)=[CH:19][CH2:18]4)[CH2:15][CH2:14]2)[CH2:4][CH2:3]1. The reactants are [O:1]=[S:2]1(=[O:49])[CH2:7][CH2:6][N:5]([CH2:8][CH2:9][NH:10][C@:11]23[CH2:45][CH2:44][C@@H:43]([C:46]([CH3:48])=[CH2:47])[C@@H:12]2[C@@H:13]2[C@@:26]([CH3:29])([CH2:27][CH2:28]3)[C@@:25]3([CH3:30])[C@@H:16]([C@:17]4([CH3:42])[C@@H:22]([CH2:23][CH2:24]3)[C:21]([CH3:32])([CH3:31])[C:20]([C:33]3[CH:41]=[CH:40][C:36]([C:37](O)=[O:38])=[CH:35][CH:34]=3)=[CH:19][CH2:18]4)[CH2:15][CH2:14]2)[CH2:4][CH2:3]1.S(Cl)([Cl:52])=O. The catalyst is ClC(Cl)C. The yield is 0.730. (2) The reactants are Br[C:2]1[CH:7]=[C:6]([F:8])[CH:5]=[CH:4][C:3]=1[C:9]1([NH2:12])[CH2:11][CH2:10]1.CCN(C(C)C)C(C)C.CN([CH:25]=[O:26])C. The catalyst is C1C=CC(P(C2C=CC=CC=2)[C-]2C=CC=C2)=CC=1.C1C=CC(P(C2C=CC=CC=2)[C-]2C=CC=C2)=CC=1.Cl[Pd]Cl.[Fe+2]. The product is [F:8][C:6]1[CH:7]=[C:2]2[C:3](=[CH:4][CH:5]=1)[C:9]1([CH2:11][CH2:10]1)[NH:12][C:25]2=[O:26]. The yield is 0.260. (3) The reactants are [F:1][C:2]1[CH:11]=[C:10]([C:12]2[C:17]([CH:18]3[CH2:23][CH2:22][NH:21][CH2:20][CH2:19]3)=[N:16][CH:15]=[CH:14][N:13]=2)[CH:9]=[CH:8][C:3]=1[C:4]([NH:6][CH3:7])=[O:5].Cl[C:25]1[CH:34]=[CH:33][C:32]2[C:27](=[CH:28][CH:29]=[C:30]([F:35])[CH:31]=2)[N:26]=1.CS(C)=O.C(=O)([O-])[O-].[K+].[K+]. The catalyst is O.C(OCC)C. The product is [F:1][C:2]1[CH:11]=[C:10]([C:12]2[C:17]([CH:18]3[CH2:23][CH2:22][N:21]([C:25]4[CH:34]=[CH:33][C:32]5[C:27](=[CH:28][CH:29]=[C:30]([F:35])[CH:31]=5)[N:26]=4)[CH2:20][CH2:19]3)=[N:16][CH:15]=[CH:14][N:13]=2)[CH:9]=[CH:8][C:3]=1[C:4]([NH:6][CH3:7])=[O:5]. The yield is 0.397. (4) The reactants are [Li]CCCC.Br[C:7]1[CH:12]=[CH:11][C:10]([N:13]2[CH2:18][CH2:17][N:16]([C:19]([O:21][C:22]([CH3:25])([CH3:24])[CH3:23])=[O:20])[CH2:15][CH2:14]2)=[C:9]([C:26]([CH3:29])([CH3:28])[CH3:27])[CH:8]=1.[CH3:30][C:31]([CH3:33])=[O:32].[Cl-].[NH4+]. The catalyst is C1COCC1. The product is [C:26]([C:9]1[CH:8]=[C:7]([C:31]([OH:32])([CH3:33])[CH3:30])[CH:12]=[CH:11][C:10]=1[N:13]1[CH2:18][CH2:17][N:16]([C:19]([O:21][C:22]([CH3:25])([CH3:24])[CH3:23])=[O:20])[CH2:15][CH2:14]1)([CH3:29])([CH3:28])[CH3:27]. The yield is 0.730.